From a dataset of Full USPTO retrosynthesis dataset with 1.9M reactions from patents (1976-2016). Predict the reactants needed to synthesize the given product. (1) The reactants are: [C:1]([C:3]1[CH:8]=[C:7]([CH3:9])[N:6]=[C:5]([CH3:10])[CH:4]=1)#[CH:2].I[C:12]1[CH:19]=[CH:18][C:15]([CH:16]=[O:17])=[CH:14][CH:13]=1. Given the product [CH3:10][C:5]1[CH:4]=[C:3]([C:1]#[C:2][C:12]2[CH:19]=[CH:18][C:15]([CH:16]=[O:17])=[CH:14][CH:13]=2)[CH:8]=[C:7]([CH3:9])[N:6]=1, predict the reactants needed to synthesize it. (2) Given the product [F:18][C:15]([F:19])([C:11]1[CH:12]=[CH:13][CH:14]=[C:9]([CH2:8][N:36]2[C:37]([CH3:39])=[CH:38][C:34](/[C:21](/[F:20])=[CH:22]/[C:23]3[CH:24]=[CH:25][C:26]([O:29][C:30]([F:31])([F:32])[F:33])=[CH:27][CH:28]=3)=[N:35]2)[CH:10]=1)[CH2:16][OH:17], predict the reactants needed to synthesize it. The reactants are: CC(C)([O-])C.[K+].Br[CH2:8][C:9]1[CH:10]=[C:11]([C:15]([F:19])([F:18])[CH2:16][OH:17])[CH:12]=[CH:13][CH:14]=1.[F:20]/[C:21](/[C:34]1[CH:38]=[C:37]([CH3:39])[NH:36][N:35]=1)=[CH:22]\[C:23]1[CH:28]=[CH:27][C:26]([O:29][C:30]([F:33])([F:32])[F:31])=[CH:25][CH:24]=1.O. (3) Given the product [CH3:1][O:2][C:3](=[O:35])[C:4]1[CH:9]=[C:8]([O:10][C:11]2[CH:16]=[CH:15][C:14]([NH2:17])=[C:13]([O:20][CH2:21][CH2:22][CH3:23])[CH:12]=2)[CH:7]=[CH:6][C:5]=1[NH:24][S:25]([C:28]1[CH:29]=[CH:30][C:31]([CH3:34])=[CH:32][CH:33]=1)(=[O:27])=[O:26], predict the reactants needed to synthesize it. The reactants are: [CH3:1][O:2][C:3](=[O:35])[C:4]1[CH:9]=[C:8]([O:10][C:11]2[CH:16]=[CH:15][C:14]([N+:17]([O-])=O)=[C:13]([O:20][CH2:21][CH2:22][CH3:23])[CH:12]=2)[CH:7]=[CH:6][C:5]=1[NH:24][S:25]([C:28]1[CH:33]=[CH:32][C:31]([CH3:34])=[CH:30][CH:29]=1)(=[O:27])=[O:26].[H][H]. (4) Given the product [C:1]([O:5][C:6](=[O:7])[N:8]([CH2:12][C:13]1[CH:14]=[C:15]([CH2:20][C:21](=[O:22])[NH:26][CH2:24][CH3:25])[CH:16]=[CH:17][C:18]=1[Cl:19])[CH:9]1[CH2:11][CH2:10]1)([CH3:3])([CH3:4])[CH3:2], predict the reactants needed to synthesize it. The reactants are: [C:1]([O:5][C:6]([N:8]([CH2:12][C:13]1[CH:14]=[C:15]([CH2:20][C:21](O)=[O:22])[CH:16]=[CH:17][C:18]=1[Cl:19])[CH:9]1[CH2:11][CH2:10]1)=[O:7])([CH3:4])([CH3:3])[CH3:2].[CH2:24]([NH2:26])[CH3:25].